Dataset: Full USPTO retrosynthesis dataset with 1.9M reactions from patents (1976-2016). Task: Predict the reactants needed to synthesize the given product. (1) Given the product [C:15]([C:13]1[CH:14]=[CH:9][C:10]2[C:6]([CH2:5][CH2:4][CH2:3][N:2]([CH3:1])[C:31]([C:25]3[CH:30]=[CH:29][CH:28]=[CH:27][CH:26]=3)=[NH:34])([C:17]3[CH:22]=[CH:21][C:20]([F:23])=[CH:19][CH:18]=3)[O:38][CH2:35][C:11]=2[CH:12]=1)#[N:16], predict the reactants needed to synthesize it. The reactants are: [CH3:1][NH:2][CH2:3][CH2:4][CH2:5][C:6]1([C:17]2[CH:22]=[CH:21][C:20]([F:23])=[CH:19][CH:18]=2)[C:10]2[CH:11]=[CH:12][C:13]([C:15]#[N:16])=[CH:14][C:9]=2CO1.Cl.[C:25]1([C:31](=[NH:34])OC)[CH:30]=[CH:29][CH:28]=[CH:27][CH:26]=1.[C:35](=[O:38])([O-])[O-].[K+].[K+]. (2) Given the product [C:24](=[O:25])([O:22][CH2:21][CH2:20][CH:17]1[CH2:18][CH2:19][N:14]([C:12]([O:11][C:7]([CH3:10])([CH3:9])[CH3:8])=[O:13])[CH2:15][CH2:16]1)[O:26][CH2:27][Cl:28], predict the reactants needed to synthesize it. The reactants are: N1C=CC=CC=1.[C:7]([O:11][C:12]([N:14]1[CH2:19][CH2:18][CH:17]([CH2:20][CH2:21][OH:22])[CH2:16][CH2:15]1)=[O:13])([CH3:10])([CH3:9])[CH3:8].Cl[C:24]([O:26][CH2:27][Cl:28])=[O:25].